From a dataset of Forward reaction prediction with 1.9M reactions from USPTO patents (1976-2016). Predict the product of the given reaction. (1) Given the reactants [CH2:1]([O:8][C:9]([C:11]1[C:19]2[C:14](=[CH:15][CH:16]=[C:17]([CH2:20][CH2:21]OS(C)(=O)=O)[CH:18]=2)[NH:13][C:12]=1[CH3:27])=[O:10])[C:2]1[CH:7]=[CH:6][CH:5]=[CH:4][CH:3]=1.[CH3:28][NH2:29], predict the reaction product. The product is: [CH2:1]([O:8][C:9]([C:11]1[C:19]2[C:14](=[CH:15][CH:16]=[C:17]([CH2:20][CH2:21][NH:29][CH3:28])[CH:18]=2)[NH:13][C:12]=1[CH3:27])=[O:10])[C:2]1[CH:7]=[CH:6][CH:5]=[CH:4][CH:3]=1. (2) Given the reactants [CH2:1]([N:8]([CH2:19][C:20]1[CH:33]=[CH:32][C:23]([O:24][C:25]2[CH:30]=[CH:29][C:28]([OH:31])=[CH:27][CH:26]=2)=[CH:22][CH:21]=1)[C:9]1[CH:14]=[CH:13][CH:12]=[C:11]([N+:15]([O-:17])=[O:16])[C:10]=1[CH3:18])[C:2]1[CH:7]=[CH:6][CH:5]=[CH:4][CH:3]=1.[C:34]([O:38][CH2:39][CH3:40])(=[O:37])[CH2:35]O, predict the reaction product. The product is: [CH2:1]([N:8]([CH2:19][C:20]1[CH:33]=[CH:32][C:23]([O:24][C:25]2[CH:26]=[CH:27][C:28]([O:31][CH2:35][C:34]([O:38][CH2:39][CH3:40])=[O:37])=[CH:29][CH:30]=2)=[CH:22][CH:21]=1)[C:9]1[CH:14]=[CH:13][CH:12]=[C:11]([N+:15]([O-:17])=[O:16])[C:10]=1[CH3:18])[C:2]1[CH:3]=[CH:4][CH:5]=[CH:6][CH:7]=1. (3) Given the reactants [CH2:1]([N:3](S(F)(F)F)[CH2:4][CH3:5])[CH3:2].[F-:10].C([N+:15]([CH2:24][CH2:25][CH2:26]C)([CH2:20][CH2:21][CH2:22][CH3:23])CCCC)CCC.C(N(CC)CC)C.[F:35][C:36]([F:47])([F:46])[C:37]1[CH:42]=[CH:41][C:40]([N:43]=[C:44]=[O:45])=[CH:39][CH:38]=1, predict the reaction product. The product is: [F:10][CH2:26][C:25]1([C:24]2[CH:23]=[CH:22][CH:21]=[CH:20][N:15]=2)[CH2:5][CH2:4][N:3]([C:44]([NH:43][C:40]2[CH:39]=[CH:38][C:37]([C:36]([F:46])([F:47])[F:35])=[CH:42][CH:41]=2)=[O:45])[CH2:1][CH2:2]1. (4) Given the reactants C1COCC1.[CH2:6]([Mg]Cl)[C:7]1[CH:12]=[CH:11][CH:10]=[CH:9][CH:8]=1.[NH2:15][C:16]1[C:21](Br)=[N:20][C:19]([Br:23])=[C:18]([Cl:24])[N:17]=1, predict the reaction product. The product is: [NH2:15][C:16]1[C:21]([CH2:6][C:7]2[CH:12]=[CH:11][CH:10]=[CH:9][CH:8]=2)=[N:20][C:19]([Br:23])=[C:18]([Cl:24])[N:17]=1. (5) The product is: [CH3:6][C:5]1[CH:2]=[C:3]([NH2:4])[N:7]([C:9]2[CH:14]=[CH:13][CH:12]=[C:11]([CH3:15])[N:10]=2)[N:8]=1. Given the reactants N/[C:2](=[CH:5]\[CH3:6])/[C:3]#[N:4].[NH:7]([C:9]1[CH:14]=[CH:13][CH:12]=[C:11]([CH3:15])[N:10]=1)[NH2:8].C(O)(=O)C, predict the reaction product. (6) Given the reactants [NH2:1][C:2]1[C:3]([OH:12])=[CH:4][C:5]2[C:10]([CH:11]=1)=[CH:9][CH:8]=[CH:7][CH:6]=2.C(=O)([O-])[O-].[Na+].[Na+].[C:19](Cl)(=[O:21])[CH3:20].Cl, predict the reaction product. The product is: [OH:12][C:3]1[C:2]([NH:1][C:19](=[O:21])[CH3:20])=[CH:11][C:10]2[C:5]([CH:4]=1)=[CH:6][CH:7]=[CH:8][CH:9]=2. (7) Given the reactants [F:1][C:2]([F:12])([F:11])[C:3]1[CH:10]=[CH:9][C:6]([CH2:7][NH2:8])=[CH:5][CH:4]=1.[C:13](=O)(OC(C)(C)C)OC(C)(C)C.[Cl-].[NH4+].C(=O)([O-])N.[H-].[H-].[H-].[H-].[Li+].[Al+3], predict the reaction product. The product is: [CH3:13][NH:8][CH2:7][C:6]1[CH:9]=[CH:10][C:3]([C:2]([F:11])([F:12])[F:1])=[CH:4][CH:5]=1. (8) Given the reactants C([NH:5][C:6]([N:8]1[C:16]2[C:11](=[CH:12][C:13]([C:17]([F:20])([F:19])[F:18])=[CH:14][CH:15]=2)[C:10]([NH:21][CH2:22][C:23](=[O:37])[NH:24][CH:25]2[CH2:28][N:27]([CH:29]3[CH2:34][CH2:33][CH:32]([C:35]#[N:36])[CH2:31][CH2:30]3)[CH2:26]2)=[N:9]1)=[O:7])(C)(C)C.C(O)(C(F)(F)F)=O, predict the reaction product. The product is: [C:35]([CH:32]1[CH2:33][CH2:34][CH:29]([N:27]2[CH2:26][CH:25]([NH:24][C:23]([CH2:22][NH:21][C:10]3[C:11]4[C:16](=[CH:15][CH:14]=[C:13]([C:17]([F:20])([F:19])[F:18])[CH:12]=4)[N:8]([C:6]([NH2:5])=[O:7])[N:9]=3)=[O:37])[CH2:28]2)[CH2:30][CH2:31]1)#[N:36]. (9) The product is: [NH2:23][C:19]1[CH:18]=[C:17]([CH:22]=[CH:21][CH:20]=1)[CH2:16][N:10]1[CH:9]=[N:8][C:7]2[C:11]1=[N:12][C:13]([NH2:15])=[N:14][C:6]=2[C:2]1[O:1][CH:5]=[CH:4][CH:3]=1. Given the reactants [O:1]1[CH:5]=[CH:4][CH:3]=[C:2]1[C:6]1[N:14]=[C:13]([NH2:15])[N:12]=[C:11]2[C:7]=1[N:8]=[CH:9][N:10]2[CH2:16][C:17]1[CH:22]=[CH:21][CH:20]=[C:19]([N+:23]([O-])=O)[CH:18]=1.O.O.Cl[Sn]Cl.Cl.[F-].C([N+](CCCC)(CCCC)CCCC)CCC.[OH-].[Na+], predict the reaction product.